This data is from Full USPTO retrosynthesis dataset with 1.9M reactions from patents (1976-2016). The task is: Predict the reactants needed to synthesize the given product. Given the product [CH2:19]([O:21][C:22](=[O:30])[C:23]1[CH:28]=[CH:27][C:26]([N:7]2[C:8]3[C:4](=[CH:3][C:2]([Br:1])=[CH:10][CH:9]=3)[C:5]([C:11]#[N:12])=[CH:6]2)=[CH:25][CH:24]=1)[CH3:20], predict the reactants needed to synthesize it. The reactants are: [Br:1][C:2]1[CH:3]=[C:4]2[C:8](=[CH:9][CH:10]=1)[NH:7][CH:6]=[C:5]2[C:11]#[N:12].C(=O)([O-])[O-].[Cs+].[Cs+].[CH2:19]([O:21][C:22](=[O:30])[C:23]1[CH:28]=[CH:27][C:26](F)=[CH:25][CH:24]=1)[CH3:20].O.